From a dataset of Peptide-MHC class II binding affinity with 134,281 pairs from IEDB. Regression. Given a peptide amino acid sequence and an MHC pseudo amino acid sequence, predict their binding affinity value. This is MHC class II binding data. The peptide sequence is FRAAMATTANVPPAD. The MHC is HLA-DQA10201-DQB10202 with pseudo-sequence HLA-DQA10201-DQB10202. The binding affinity (normalized) is 0.374.